This data is from Reaction yield outcomes from USPTO patents with 853,638 reactions. The task is: Predict the reaction yield, written as a fraction of the theoretical maximum amount of product (1.0 means a 100% yield; for example, 0.34 means a 34% yield). (1) The reactants are [CH3:1][N:2]1[C:6]([C:7]([C:9]2[CH:14]=[CH:13][CH:12]=[CH:11][CH:10]=2)=O)=[N:5][N:4]=[N:3]1.[Cl-].[OH:16][NH3+:17]. The catalyst is N1C=CC=CC=1. The product is [CH3:1][N:2]1[C:6]([C:7]([C:9]2[CH:14]=[CH:13][CH:12]=[CH:11][CH:10]=2)=[N:17][OH:16])=[N:5][N:4]=[N:3]1. The yield is 1.00. (2) The reactants are [Br:1][C:2]1[CH:7]=[CH:6][C:5]([C:8](=[O:13])[C:9]([F:12])([F:11])[F:10])=[CH:4][CH:3]=1.[BH4-].[Na+].C(Cl)Cl. The catalyst is C1COCC1. The product is [Br:1][C:2]1[CH:7]=[CH:6][C:5]([CH:8]([OH:13])[C:9]([F:11])([F:12])[F:10])=[CH:4][CH:3]=1. The yield is 0.920. (3) The reactants are [F:1][C:2]1[CH:3]=[C:4]([C@H:8]2[CH2:12][N:11]([CH2:13][C:14]([F:17])([F:16])[F:15])[CH2:10][C@@H:9]2[NH2:18])[CH:5]=[CH:6][CH:7]=1.[C:19]1([N:25]2[C:29]([NH:30][C:31](=O)[O:32]C3C=CC=CC=3)=[C:28]3[CH2:40][CH2:41][CH2:42][C:27]3=[N:26]2)[CH:24]=[CH:23][CH:22]=[CH:21][CH:20]=1.CCN(C(C)C)C(C)C. The catalyst is CN(C=O)C. The product is [F:1][C:2]1[CH:3]=[C:4]([C@H:8]2[CH2:12][N:11]([CH2:13][C:14]([F:15])([F:16])[F:17])[CH2:10][C@@H:9]2[NH:18][C:31]([NH:30][C:29]2[N:25]([C:19]3[CH:20]=[CH:21][CH:22]=[CH:23][CH:24]=3)[N:26]=[C:27]3[CH2:42][CH2:41][CH2:40][C:28]=23)=[O:32])[CH:5]=[CH:6][CH:7]=1. The yield is 0.807. (4) The reactants are ClC1C=CC(OC)=NC=1.[Br:10][C:11]1[CH:12]=[C:13]([OH:36])[CH:14]=[CH:15][C:16]=1[N:17]1[C@@H:21]([CH2:22][O:23][Si:24]([C:27]([CH3:30])([CH3:29])[CH3:28])([CH3:26])[CH3:25])[C@H:20]([CH3:31])[C:19]([C:32]([F:35])([F:34])[F:33])=[N:18]1.[Cl:37][C:38]1[C:39]([N:46]2[CH2:51][CH2:50][C@H:49](O)[C@H:48]([CH3:53])[CH2:47]2)=[CH:40][C:41]([O:44][CH3:45])=[N:42][CH:43]=1.C1(P(C2C=CC=CC=2)C2C=CC=CC=2)C=CC=CC=1.CC(OC(/N=N/C(OC(C)(C)C)=O)=O)(C)C. The catalyst is C1COCC1. The product is [Br:10][C:11]1[CH:12]=[C:13]([CH:14]=[CH:15][C:16]=1[N:17]1[C@@H:21]([CH2:22][O:23][Si:24]([C:27]([CH3:30])([CH3:29])[CH3:28])([CH3:26])[CH3:25])[C@H:20]([CH3:31])[C:19]([C:32]([F:33])([F:34])[F:35])=[N:18]1)[O:36][C@@H:49]1[CH2:50][CH2:51][N:46]([C:39]2[C:38]([Cl:37])=[CH:43][N:42]=[C:41]([O:44][CH3:45])[CH:40]=2)[CH2:47][C@H:48]1[CH3:53]. The yield is 0.660. (5) The reactants are [Cl:1][C:2]1[CH:7]=[CH:6][C:5]([C:8]2[N:13]=[C:12]([NH:14][CH2:15][C:16]3[CH:21]=[CH:20][CH:19]=[CH:18][CH:17]=3)[C:11]([NH:22][CH2:23][C:24]3[CH:29]=[CH:28][CH:27]=[CH:26][CH:25]=3)=[C:10]([C:30]([O:32][CH3:33])=[O:31])[N:9]=2)=[C:4]([F:34])[C:3]=1[O:35][CH3:36].[CH:37](=O)[CH3:38]. The catalyst is C(O)C. The product is [Cl:1][C:2]1[CH:7]=[CH:6][C:5]([C:8]2[N:13]=[C:12]3[C:11]([N:22]([CH2:23][C:24]4[CH:25]=[CH:26][CH:27]=[CH:28][CH:29]=4)[CH:37]([CH3:38])[N:14]3[CH2:15][C:16]3[CH:17]=[CH:18][CH:19]=[CH:20][CH:21]=3)=[C:10]([C:30]([O:32][CH3:33])=[O:31])[N:9]=2)=[C:4]([F:34])[C:3]=1[O:35][CH3:36]. The yield is 0.270. (6) The catalyst is CCOC(C)=O.O=[Pt]=O. The product is [C:1]([O:5][C:6](=[O:31])[NH:7][C:8]1[S:9][C:10]2[C:19](=[O:20])[CH2:18][CH2:17][C:16]3[C:12](=[CH:13][N:14]([CH2:21][C:22]4[CH:27]=[CH:26][C:25]([O:28][CH3:29])=[CH:24][CH:23]=4)[N:15]=3)[C:11]=2[N:30]=1)([CH3:4])([CH3:2])[CH3:3]. The yield is 0.680. The reactants are [C:1]([O:5][C:6](=[O:31])[NH:7][C:8]1[S:9][C:10]2[C:19](=[O:20])[CH:18]=[CH:17][C:16]3[C:12](=[CH:13][N:14]([CH2:21][C:22]4[CH:27]=[CH:26][C:25]([O:28][CH3:29])=[CH:24][CH:23]=4)[N:15]=3)[C:11]=2[N:30]=1)([CH3:4])([CH3:3])[CH3:2].